The task is: Predict which catalyst facilitates the given reaction.. This data is from Catalyst prediction with 721,799 reactions and 888 catalyst types from USPTO. The catalyst class is: 18. Reactant: [N:1]1[C:5]2[CH:6]=[CH:7][CH:8]=[CH:9][C:4]=2[NH:3][C:2]=1[C:10]([OH:12])=O.CN([C:16]([O:20]N1N=NC2C=CC=CC1=2)=[N+](C)C)C.[B-](F)(F)(F)F.[CH:35]1[CH:36]=[CH:37][C:38]2[N:43](O)N=N[C:39]=2[CH:40]=1.CC[N:47]([CH:51]([CH3:53])C)[CH:48]([CH3:50])C. Product: [N:47]1[CH:48]=[CH:50][C:16]([O:20][C:36]2[CH:37]=[C:38]([NH:43][C:10]([C:2]3[NH:1][C:5]4[CH:6]=[CH:7][CH:8]=[CH:9][C:4]=4[N:3]=3)=[O:12])[CH:39]=[CH:40][CH:35]=2)=[CH:53][CH:51]=1.